This data is from Forward reaction prediction with 1.9M reactions from USPTO patents (1976-2016). The task is: Predict the product of the given reaction. (1) Given the reactants [C:1](=O)([O-])O.[Na+].[F:6][C:7]1[CH:8]=[C:9]([N:19]2[C:24](=[O:25])[C:23]3[CH2:26][C:27](=[O:29])[NH:28][C:22]=3[NH:21][C:20]2=[S:30])[CH:10]=[CH:11][C:12]=1[O:13][CH2:14][C:15]([F:18])([F:17])[F:16].IC, predict the reaction product. The product is: [F:6][C:7]1[CH:8]=[C:9]([N:19]2[C:24](=[O:25])[C:23]3[CH2:26][C:27](=[O:29])[NH:28][C:22]=3[N:21]=[C:20]2[S:30][CH3:1])[CH:10]=[CH:11][C:12]=1[O:13][CH2:14][C:15]([F:16])([F:17])[F:18]. (2) The product is: [Cl:18][C:3]1[N:2]([CH3:1])[C:6]2[C:7]([C:11]([O:13][CH3:14])=[O:12])=[CH:8][CH:9]=[CH:10][C:5]=2[N:4]=1. Given the reactants [CH3:1][N:2]1[C:6]2[C:7]([C:11]([O:13][CH3:14])=[O:12])=[CH:8][CH:9]=[CH:10][C:5]=2[NH:4][C:3]1=O.P(Cl)(Cl)([Cl:18])=O, predict the reaction product. (3) Given the reactants [C:1]([O:9][C@H:10]1[C@@H:15]([O:16][C:17](=[O:24])[C:18]2[CH:23]=[CH:22][CH:21]=[CH:20][CH:19]=2)[C@H:14]([O:25][C:26](=[O:33])[C:27]2[CH:32]=[CH:31][CH:30]=[CH:29][CH:28]=2)[C@@H:13]([CH2:34][O:35][C:36](=[O:43])[C:37]2[CH:42]=[CH:41][CH:40]=[CH:39][CH:38]=2)[O:12][C@@H:11]1[O:44][C@H:45]1[C@@H:58]([O:59][C:60](=[O:67])[C:61]2[CH:66]=[CH:65][CH:64]=[CH:63][CH:62]=2)[C@H:57]([O:68][C:69](=[O:76])[C:70]2[CH:75]=[CH:74][CH:73]=[CH:72][CH:71]=2)[C@@H:56]([CH2:77][O:78][C:79](=[O:86])[C:80]2[CH:85]=[CH:84][CH:83]=[CH:82][CH:81]=2)[O:55][C@@H:46]1[O:47]CC1C=CC=CC=1)(=[O:8])[C:2]1[CH:7]=[CH:6][CH:5]=[CH:4][CH:3]=1.[H][H], predict the reaction product. The product is: [C:1]([O:9][C@H:10]1[C@@H:15]([O:16][C:17](=[O:24])[C:18]2[CH:23]=[CH:22][CH:21]=[CH:20][CH:19]=2)[C@H:14]([O:25][C:26](=[O:33])[C:27]2[CH:28]=[CH:29][CH:30]=[CH:31][CH:32]=2)[C@@H:13]([CH2:34][O:35][C:36](=[O:43])[C:37]2[CH:42]=[CH:41][CH:40]=[CH:39][CH:38]=2)[O:12][C@@H:11]1[O:44][C@H:45]1[C@@H:58]([O:59][C:60](=[O:67])[C:61]2[CH:62]=[CH:63][CH:64]=[CH:65][CH:66]=2)[C@H:57]([O:68][C:69](=[O:76])[C:70]2[CH:71]=[CH:72][CH:73]=[CH:74][CH:75]=2)[C@@H:56]([CH2:77][O:78][C:79](=[O:86])[C:80]2[CH:81]=[CH:82][CH:83]=[CH:84][CH:85]=2)[O:55][CH:46]1[OH:47])(=[O:8])[C:2]1[CH:3]=[CH:4][CH:5]=[CH:6][CH:7]=1. (4) Given the reactants Br[C:2]1[C:3]([CH2:11][CH2:12][C:13]#[N:14])=[CH:4][C:5]2[O:9][CH2:8][O:7][C:6]=2[CH:10]=1.N.[N-]=[N+]=[N-].[Na+].[Na].[Cl-].[NH4+], predict the reaction product. The product is: [O:9]1[C:5]2[CH:4]=[C:3]3[CH2:11][CH:12]([C:13]#[N:14])[C:2]3=[CH:10][C:6]=2[O:7][CH2:8]1. (5) Given the reactants [CH3:1][Si:2]([CH3:9])([CH3:8])N1C=CN=C1.[Br:10][C:11]1[CH:16]=[CH:15][C:14]([C:17]([OH:20])([CH3:19])[CH3:18])=[CH:13][CH:12]=1.C(=O)(O)[O-].[Na+], predict the reaction product. The product is: [Br:10][C:11]1[CH:12]=[CH:13][C:14]([C:17]([CH3:19])([O:20][Si:2]([CH3:1])([CH3:8])[CH3:9])[CH3:18])=[CH:15][CH:16]=1. (6) Given the reactants [CH3:1][O:2][C:3]1[CH:4]=[C:5]([CH2:9][CH2:10][NH2:11])[CH:6]=[CH:7][CH:8]=1.[CH3:12][C:13]1[CH:20]=[C:19]([CH3:21])[CH:18]=[CH:17][C:14]=1[CH:15]=O.P(=O)(O)(O)O, predict the reaction product. The product is: [CH3:12][C:13]1[CH:20]=[C:19]([CH3:21])[CH:18]=[CH:17][C:14]=1[CH:15]1[C:6]2[C:5](=[CH:4][C:3]([O:2][CH3:1])=[CH:8][CH:7]=2)[CH2:9][CH2:10][NH:11]1. (7) Given the reactants [ClH:1].[CH3:2][C:3]1[CH:11]=[CH:10][C:6]2[O:7][CH2:8][O:9][C:5]=2[CH:4]=1.[CH2:12]=O, predict the reaction product. The product is: [Cl:1][CH2:2][C:3]1[C:11]([CH3:12])=[CH:10][C:6]2[O:7][CH2:8][O:9][C:5]=2[CH:4]=1.